Dataset: Reaction yield outcomes from USPTO patents with 853,638 reactions. Task: Predict the reaction yield, written as a fraction of the theoretical maximum amount of product (1.0 means a 100% yield; for example, 0.34 means a 34% yield). The reactants are [CH2:1]([O:3][C:4](=[O:21])[C:5]([C:8]1[CH:13]=[CH:12][C:11]([CH2:14][CH2:15]OS(C)(=O)=O)=[CH:10][CH:9]=1)([CH3:7])[CH3:6])[CH3:2].C(=O)([O-])[O-].[Na+].[Na+].[CH2:28]([O:30][CH2:31][CH2:32][N:33]1[C:37]2[CH:38]=[CH:39][CH:40]=[CH:41][C:36]=2[N:35]=[C:34]1[CH:42]1[CH2:47][CH2:46][NH:45][CH2:44][CH2:43]1)[CH3:29].CO. The catalyst is O. The product is [CH2:1]([O:3][C:4](=[O:21])[C:5]([C:8]1[CH:13]=[CH:12][C:11]([CH2:14][CH2:15][N:45]2[CH2:46][CH2:47][CH:42]([C:34]3[N:33]([CH2:32][CH2:31][O:30][CH2:28][CH3:29])[C:37]4[CH:38]=[CH:39][CH:40]=[CH:41][C:36]=4[N:35]=3)[CH2:43][CH2:44]2)=[CH:10][CH:9]=1)([CH3:7])[CH3:6])[CH3:2]. The yield is 0.900.